Dataset: Full USPTO retrosynthesis dataset with 1.9M reactions from patents (1976-2016). Task: Predict the reactants needed to synthesize the given product. (1) Given the product [C:86]([O:85][C:84]([NH:83][CH2:82][CH2:81][NH:80][C:54]1[C:59]([C@H:60]2[CH2:64][CH2:63][CH2:62][N:61]2[C:65]2[CH:70]=[CH:69][N:68]3[N:71]=[CH:72][C:73]([C:74]([O:76][CH2:77][CH3:78])=[O:75])=[C:67]3[N:66]=2)=[CH:58][C:57]([F:79])=[CH:56][N:55]=1)=[O:90])([CH3:89])([CH3:88])[CH3:87], predict the reactants needed to synthesize it. The reactants are: C([O-])([O-])=O.[Cs+].[Cs+].C1C=CC(P(C2C=CC3C(=CC=CC=3)C=2C2C3C(=CC=CC=3)C=CC=2P(C2C=CC=CC=2)C2C=CC=CC=2)C2C=CC=CC=2)=CC=1.Cl[C:54]1[C:59]([C@H:60]2[CH2:64][CH2:63][CH2:62][N:61]2[C:65]2[CH:70]=[CH:69][N:68]3[N:71]=[CH:72][C:73]([C:74]([O:76][CH2:77][CH3:78])=[O:75])=[C:67]3[N:66]=2)=[CH:58][C:57]([F:79])=[CH:56][N:55]=1.[NH2:80][CH2:81][CH2:82][NH:83][C:84](=[O:90])[O:85][C:86]([CH3:89])([CH3:88])[CH3:87]. (2) The reactants are: [Cl:1][C:2]1[CH:7]=[CH:6][C:5]([CH:8]([O:12][CH2:13][C:14]#[CH:15])[C:9](Cl)=[O:10])=[CH:4][CH:3]=1.[NH2:16][C:17]1[C:18]([C:23]2[CH:28]=[CH:27][C:26]([O:29][CH2:30][C:31]#[CH:32])=[C:25]([O:33][CH3:34])[CH:24]=2)=[N:19][CH:20]=[CH:21][CH:22]=1.C(N(CC)CC)C.O1CCCC1. Given the product [CH3:34][O:33][C:25]1[CH:24]=[C:23]([C:18]2[C:17]([NH:16][C:9](=[O:10])[CH:8]([O:12][CH2:13][C:14]#[CH:15])[C:5]3[CH:6]=[CH:7][C:2]([Cl:1])=[CH:3][CH:4]=3)=[CH:22][CH:21]=[CH:20][N:19]=2)[CH:28]=[CH:27][C:26]=1[O:29][CH2:30][C:31]#[CH:32], predict the reactants needed to synthesize it. (3) Given the product [F:11][C:3]1[CH:4]=[CH:5][C:6]([C:8]([OH:10])=[O:9])=[N:7][C:2]=1[C:14]1[CH:15]=[C:16]([O:19][CH3:20])[CH:17]=[CH:18][C:13]=1[F:12], predict the reactants needed to synthesize it. The reactants are: Br[C:2]1[N:7]=[C:6]([C:8]([OH:10])=[O:9])[CH:5]=[CH:4][C:3]=1[F:11].[F:12][C:13]1[CH:18]=[CH:17][C:16]([O:19][CH3:20])=[CH:15][C:14]=1B(O)O. (4) Given the product [F:32][C:29]1[CH:30]=[CH:31][C:26]([C:4]2[CH:3]=[C:2]([CH3:38])[N:7]=[CH:6][C:5]=2[N:8]([CH3:25])[C:9](=[O:24])[C:10]2[CH:15]=[C:14]([C:16]([F:19])([F:18])[F:17])[CH:13]=[C:12]([S:20]([CH3:23])(=[O:21])=[O:22])[CH:11]=2)=[C:27]([O:33][CH3:34])[CH:28]=1, predict the reactants needed to synthesize it. The reactants are: Cl[C:2]1[N:7]=[CH:6][C:5]([N:8]([CH3:25])[C:9](=[O:24])[C:10]2[CH:15]=[C:14]([C:16]([F:19])([F:18])[F:17])[CH:13]=[C:12]([S:20]([CH3:23])(=[O:22])=[O:21])[CH:11]=2)=[C:4]([C:26]2[CH:31]=[CH:30][C:29]([F:32])=[CH:28][C:27]=2[O:33][CH3:34])[CH:3]=1.[Cl-].C[Zn+].[CH3:38]N1CCN(C)C1=O.C(O)(=O)CC(CC(O)=O)(C(O)=O)O. (5) Given the product [CH2:3]([N:10]([CH2:1][O:2][CH3:16])[CH2:11][Si:12]([CH3:15])([CH3:14])[CH3:13])[C:4]1[CH:9]=[CH:8][CH:7]=[CH:6][CH:5]=1, predict the reactants needed to synthesize it. The reactants are: [CH2:1]=[O:2].[CH2:3]([NH:10][CH2:11][Si:12]([CH3:15])([CH3:14])[CH3:13])[C:4]1[CH:9]=[CH:8][CH:7]=[CH:6][CH:5]=1.[CH3:16]O. (6) Given the product [CH3:1][O:2][C:3]1[CH:8]=[CH:7][C:6]([C:9]2[CH:13]=[C:12]([C:14]3[CH:19]=[CH:18][CH:17]=[CH:16][CH:15]=3)[NH:11][C:10]=2[C:20]([NH:24][CH2:25][CH2:26][CH2:27][CH2:28][CH2:29][C:30]([O:32][CH3:33])=[O:31])=[O:21])=[CH:5][CH:4]=1, predict the reactants needed to synthesize it. The reactants are: [CH3:1][O:2][C:3]1[CH:8]=[CH:7][C:6]([C:9]2[CH:13]=[C:12]([C:14]3[CH:19]=[CH:18][CH:17]=[CH:16][CH:15]=3)[NH:11][C:10]=2[C:20](O)=[O:21])=[CH:5][CH:4]=1.Cl.[NH2:24][CH2:25][CH2:26][CH2:27][CH2:28][CH2:29][C:30]([O:32][CH3:33])=[O:31].C(N(CC)CC)C.ON1C2C=CC=CC=2N=N1.Cl.CN(C)CCCN=C=NCC.CN1CCOCC1. (7) Given the product [I:1][C:2]1[CH:6]=[CH:5][N:4]([C:7]([CH3:12])([CH3:11])[C:8]#[N:10])[N:3]=1, predict the reactants needed to synthesize it. The reactants are: [I:1][C:2]1[CH:6]=[CH:5][N:4]([C:7]([CH3:12])([CH3:11])[C:8]([NH2:10])=O)[N:3]=1.FC(F)(F)C(OC(=O)C(F)(F)F)=O.